This data is from Experimentally validated miRNA-target interactions with 360,000+ pairs, plus equal number of negative samples. The task is: Binary Classification. Given a miRNA mature sequence and a target amino acid sequence, predict their likelihood of interaction. (1) The miRNA is hsa-miR-363-3p with sequence AAUUGCACGGUAUCCAUCUGUA. The protein sequence of the target gene is MSRSTRSKERRENDTDSEDNSSETSNQERRRCRQGPPRPPYPPLLPPVFPPPTPPPQVRRTRGLQDLGAMKSVCPGTSGFSSPNPSAASAAAQEVRSATDGNTSTTPPTSAKKRKLNSSSSSSNSSNEREDFDSTSSSSTPPQPRDSASPSTSSFCLGVPVATSSHVPIQKKLRFEDTLEFVGIDTKMAEESSSSSSSSSPTAATSQQQQQQQLKTKSILISSVASVHHANGLAKSSTAVSSFANSKPGSAKKLVIKNFKDKPKLPENYTDETWQKLKEAVEAIQNSTSIKYNLEELYQA.... Result: 0 (no interaction). (2) The protein sequence of the target gene is MWFMYLLSWLSLFIQVAFITLAVAAGLYYLAELIEEYTVATSRIIKYMIWFSTAVLIGLYVFERFPTSMIGVGLFTNLVYFGLLQTFPFIMLTSPNFILSCGLVVVNHYLAFQFFAEEYYPFSEVLAYFTFCLWIIPFAFFVSLSAGENVLPSTMQPGDDVVSNYFTKGKRGKRLGILVVFSFIKEAILPSRQKIY. The miRNA is hsa-miR-6835-5p with sequence AGGGGGUAGAAAGUGGCUGAAG. Result: 1 (interaction). (3) The miRNA is mmu-miR-5132-5p with sequence GCGUGGGGUGGUGGACUCAGG. The protein sequence of the target gene is MAAVGRVGSFGSSPPGLSSTYTGGPLGNEIASGNGGAAAGDDEDGQNLWSCILSEVSTRSRSKLPAGKNVLLLGEDGAGKTSLIRKIQGIEEYKKGRGLEYLYLNVHDEDRDDQTRCNVWILDGDLYHKGLLKFSLDAVSLKDTLVMLVVDMSKPWTALDSLQKWASVVREHVDKLKIPPEEMKQMEQKLIRDFQEYVEPGEDFPASPQRRNTASQEDKDDSVVLPLGADTLTHNLGIPVLVVCTKCDAISVLEKEHDYRDEHFDFIQSHIRKFCLQYGAALIYTSVKENKNIDLVYKYI.... Result: 0 (no interaction). (4) The miRNA is cel-miR-230-3p with sequence GUAUUAGUUGUGCGACCAGGAGA. The protein sequence of the target gene is MQPQRDLRGLWLLLLSVFLLLFEVARAGRSVVSCPANCLCASNILSCSKQQLPNVPQSLPSYTALLDLSHNNLSRLRAEWTPTRLTNLHSLLLSHNHLNFISSEAFVPVPNLRYLDLSSNHLHTLDEFLFSDLQALEVLLLYNNHIVVVDRNAFEDMAQLQKLYLSQNQISRFPVELIKDGNKLPKLMLLDLSSNKLKKLPLTDLQKLPAWVKNGLYLHNNPLECDCKLYQLFSHWQYRQLSSVMDFQEDLYCMHSKKLHNIFSLDFFNCSEYKESAWEAHLGDTLTIRCDTKQQGMTKV.... Result: 0 (no interaction). (5) The miRNA is hsa-miR-6737-3p with sequence UCUGUGCUUCACCCCUACCCAG. The protein sequence of the target gene is MMRQRQSHYCSVLFLSVNYLGGTFPGDICSEENQIVSSYASKVCFEIEEDYKNRQFLGPEGNVDVELIDKSTNRYSVWFPTAGWYLWSATGLGFLVRDEVTVTIAFGSWSQHLALDLQHHEQWLVGGPLFDVTAEPEEAVAEIHLPHFISLQGEVDVSWFLVAHFKNEGMVLEHPARVEPFYAVLESPSFSLMGILLRIASGTRLSIPITSNTLIYYHPHPEDIKFHLYLVPSDALLTKAIDDEEDRFHGVRLQTSPPMEPLNFGSSYIVSNSANLKVMPKELKLSYRSPGEIQHFSKFY.... Result: 0 (no interaction).